From a dataset of Catalyst prediction with 721,799 reactions and 888 catalyst types from USPTO. Predict which catalyst facilitates the given reaction. (1) Reactant: Cl.[Cl:2][C:3]1[CH:8]=[CH:7][C:6]([CH2:9][CH2:10][NH2:11])=[C:5]([O:12][CH3:13])[CH:4]=1.C(N(CC)CC)C.[Cl:21][C:22]1[CH:23]=[C:24]2[C:29](=[CH:30][C:31]=1[O:32][C:33]1[CH:41]=[CH:40][C:36]([C:37](O)=[O:38])=[CH:35][CH:34]=1)[O:28][CH2:27][CH2:26][CH:25]2[C:42]([O:44][CH2:45][CH3:46])=[O:43].O.N1(O)C2C=CC=CC=2N=N1.Cl.C(N=C=NCCCN(C)C)C. Product: [Cl:21][C:22]1[CH:23]=[C:24]2[C:29](=[CH:30][C:31]=1[O:32][C:33]1[CH:41]=[CH:40][C:36]([C:37](=[O:38])[NH:11][CH2:10][CH2:9][C:6]3[CH:7]=[CH:8][C:3]([Cl:2])=[CH:4][C:5]=3[O:12][CH3:13])=[CH:35][CH:34]=1)[O:28][CH2:27][CH2:26][CH:25]2[C:42]([O:44][CH2:45][CH3:46])=[O:43]. The catalyst class is: 91. (2) Reactant: [CH:1]1[CH:2]=[N:3][C:4]2[C:9]([N:10]=1)=[CH:8][C:7]1[CH:11]3[CH2:16][NH:15][CH2:14][CH:13]([C:6]=1[CH:5]=2)[CH2:12]3.[C:17]([OH:26])(=[O:25])[C@@H:18]([C@H:20]([C:22]([OH:24])=[O:23])[OH:21])[OH:19]. Product: [CH:2]1[CH:1]=[N:10][C:9]2[C:4]([N:3]=1)=[CH:5][C:6]1[CH:13]3[CH2:14][NH:15][CH2:16][CH:11]([C:7]=1[CH:8]=2)[CH2:12]3.[C:22]([C@@H:20]([C@H:18]([C:17]([O-:26])=[O:25])[OH:19])[OH:21])([O-:24])=[O:23]. The catalyst class is: 5. (3) Reactant: [NH2:1][C:2]1[CH:7]=[CH:6][C:5]([OH:8])=[CH:4][CH:3]=1.[H-].[Na+].[H][H].Cl[C:14]1[CH:19]=[C:18]([C:20]([F:23])([F:22])[F:21])[N:17]=[CH:16][N:15]=1. Product: [F:21][C:20]([F:23])([F:22])[C:18]1[N:17]=[CH:16][N:15]=[C:14]([O:8][C:5]2[CH:6]=[CH:7][C:2]([NH2:1])=[CH:3][CH:4]=2)[CH:19]=1. The catalyst class is: 12. (4) Reactant: Cl[CH2:2][CH2:3][NH:4][C:5]([NH:7][CH:8]1[CH2:12][CH2:11][CH2:10][CH2:9]1)=[O:6].[H-].[Na+]. Product: [CH:8]1([N:7]2[CH2:2][CH2:3][NH:4][C:5]2=[O:6])[CH2:12][CH2:11][CH2:10][CH2:9]1. The catalyst class is: 1. (5) Reactant: C(OC([N:8]1[CH2:12][C@@H:11]([CH2:13][N:14]([CH:31]([CH3:33])[CH3:32])[C:15](=[O:30])[C:16]2[CH:21]=[CH:20][C:19]([O:22][CH3:23])=[C:18]([O:24][CH2:25][CH2:26][CH2:27][O:28][CH3:29])[CH:17]=2)[C@H:10]([NH:34][CH:35]2[CH2:40][CH2:39][CH2:38][CH2:37][CH2:36]2)[CH2:9]1)=O)(C)(C)C.C(O)(C(F)(F)F)=O.C([O-])(O)=O.[Na+]. The catalyst class is: 2. Product: [CH:35]1([NH:34][C@H:10]2[CH2:9][NH:8][CH2:12][C@@H:11]2[CH2:13][N:14]([CH:31]([CH3:33])[CH3:32])[C:15](=[O:30])[C:16]2[CH:21]=[CH:20][C:19]([O:22][CH3:23])=[C:18]([O:24][CH2:25][CH2:26][CH2:27][O:28][CH3:29])[CH:17]=2)[CH2:40][CH2:39][CH2:38][CH2:37][CH2:36]1. (6) Reactant: [NH2:1][C:2](=[O:31])/[CH:3]=[CH:4]/[C:5]1[CH:30]=[CH:29][CH:28]=[CH:27][C:6]=1[C:7]([N:9]1[CH2:26][CH2:25][C:12]2([CH2:17][CH2:16][N:15](C(OC(C)(C)C)=O)[CH2:14][CH2:13]2)[CH2:11][CH2:10]1)=[O:8].Cl. Product: [CH2:25]1[C:12]2([CH2:13][CH2:14][NH:15][CH2:16][CH2:17]2)[CH2:11][CH2:10][N:9]([C:7]([C:6]2[CH:27]=[CH:28][CH:29]=[CH:30][C:5]=2/[CH:4]=[CH:3]/[C:2]([NH2:1])=[O:31])=[O:8])[CH2:26]1. The catalyst class is: 5. (7) Reactant: Br[C:2]1[CH:10]=[CH:9][C:8]([O:11][CH3:12])=[CH:7][C:3]=1[C:4]([OH:6])=[O:5].[CH2:13]([Li])CCC.[CH2:18]([N:25]1[CH2:30][CH2:29][CH:28]([C:31](N(OC)C)=[O:32])[CH2:27][CH2:26]1)[C:19]1[CH:24]=[CH:23][CH:22]=[CH:21][CH:20]=1.O. Product: [CH2:18]([N:25]1[CH2:30][CH2:29][CH:28]([C:31]([C:2]2[CH:10]=[CH:9][C:8]([O:11][CH2:12][CH3:13])=[CH:7][C:3]=2[C:4]([OH:6])=[O:5])=[O:32])[CH2:27][CH2:26]1)[C:19]1[CH:24]=[CH:23][CH:22]=[CH:21][CH:20]=1. The catalyst class is: 134. (8) Reactant: [Cl:1][C:2]1[C:10]2[N:9]=[N:8][N:7]([CH2:11][CH:12]3[CH2:14][CH2:13]3)[C:6]=2[CH:5]=[CH:4][C:3]=1[C:15]#[C:16][CH2:17][OH:18].[CH3:19][S:20](Cl)(=[O:22])=[O:21].C(N(C(C)C)CC)(C)C. Product: [CH3:19][S:20]([O:18][CH2:17][C:16]#[C:15][C:3]1[CH:4]=[CH:5][C:6]2[N:7]([CH2:11][CH:12]3[CH2:14][CH2:13]3)[N:8]=[N:9][C:10]=2[C:2]=1[Cl:1])(=[O:22])=[O:21]. The catalyst class is: 4. (9) Reactant: [O:1]([CH2:9][CH2:10][CH2:11][O:12][C:13]1[CH:18]=[CH:17][C:16]([C:19]2[N:20]=[C:21]3[CH:26]=[CH:25][C:24]([I:27])=[CH:23][N:22]3[CH:28]=2)=[CH:15][CH:14]=1)[Si](C(C)(C)C)(C)C.[F-].C([N+](CCCC)(CCCC)CCCC)CCC.[Cl-].[NH4+].O. Product: [OH:1][CH2:9][CH2:10][CH2:11][O:12][C:13]1[CH:14]=[CH:15][C:16]([C:19]2[N:20]=[C:21]3[CH:26]=[CH:25][C:24]([I:27])=[CH:23][N:22]3[CH:28]=2)=[CH:17][CH:18]=1. The catalyst class is: 841.